Dataset: Forward reaction prediction with 1.9M reactions from USPTO patents (1976-2016). Task: Predict the product of the given reaction. Given the reactants [CH3:1][S:2](Cl)(=[O:4])=[O:3].[CH3:6][O:7][C:8]1[N:9]=[N:10][CH:11]=[CH:12][C:13]=1[C:14](=[O:36])[CH2:15][C@H:16]([C:24]1[CH:29]=[CH:28][C:27]([CH:30]2[CH2:35][CH2:34][NH:33][CH2:32][CH2:31]2)=[CH:26][CH:25]=1)[C:17]1[CH:22]=[CH:21][CH:20]=[CH:19][C:18]=1[CH3:23].C(N(CC)C(C)C)(C)C, predict the reaction product. The product is: [CH3:6][O:7][C:8]1[N:9]=[N:10][CH:11]=[CH:12][C:13]=1[C:14](=[O:36])[CH2:15][C@H:16]([C:24]1[CH:25]=[CH:26][C:27]([CH:30]2[CH2:31][CH2:32][N:33]([S:2]([CH3:1])(=[O:4])=[O:3])[CH2:34][CH2:35]2)=[CH:28][CH:29]=1)[C:17]1[CH:22]=[CH:21][CH:20]=[CH:19][C:18]=1[CH3:23].